From a dataset of TCR-epitope binding with 47,182 pairs between 192 epitopes and 23,139 TCRs. Binary Classification. Given a T-cell receptor sequence (or CDR3 region) and an epitope sequence, predict whether binding occurs between them. (1) The TCR CDR3 sequence is CASSEGANTEAFF. The epitope is GPGHKARVL. Result: 0 (the TCR does not bind to the epitope). (2) The epitope is CINGVCWTV. The TCR CDR3 sequence is CASSGPGGGAFF. Result: 1 (the TCR binds to the epitope). (3) The epitope is DRFYKTLRAEQASQEV. The TCR CDR3 sequence is CASGFAGDEKLFF. Result: 0 (the TCR does not bind to the epitope). (4) The epitope is ISPRTLNAW. The TCR CDR3 sequence is CASSLVQGRWSYNEQFF. Result: 0 (the TCR does not bind to the epitope). (5) The epitope is FRYMNSQGL. The TCR CDR3 sequence is CASSFDSGVEQYF. Result: 1 (the TCR binds to the epitope). (6) The epitope is FPRPWLHGL. The TCR CDR3 sequence is CASSLTQNTGELFF. Result: 0 (the TCR does not bind to the epitope). (7) The epitope is WICLLQFAY. The TCR CDR3 sequence is CATTPNQRRRASNQPQHF. Result: 1 (the TCR binds to the epitope).